Dataset: Forward reaction prediction with 1.9M reactions from USPTO patents (1976-2016). Task: Predict the product of the given reaction. (1) The product is: [F:51][C:37]1[CH:38]=[CH:39][C:40]([C:2]2[CH:14]=[CH:13][C:5]([O:6][CH2:7][CH2:8][C:9]3([OH:12])[CH2:11][CH2:10]3)=[CH:4][C:3]=2[C:15]([F:18])([F:17])[F:16])=[CH:41][C:36]=1[CH2:35][O:34][C:30]1[N:31]=[CH:32][C:33]2[C@@H:25]3[C@@H:24]([C:22]([O:21][CH2:19][CH3:20])=[O:23])[C@@H:26]3[CH2:27][C:28]=2[CH:29]=1. Given the reactants Br[C:2]1[CH:14]=[CH:13][C:5]([O:6][CH2:7][CH2:8][C:9]2([OH:12])[CH2:11][CH2:10]2)=[CH:4][C:3]=1[C:15]([F:18])([F:17])[F:16].[CH2:19]([O:21][C:22]([CH:24]1[CH:26]2[CH2:27][C:28]3[CH:29]=[C:30]([O:34][CH2:35][C:36]4[CH:41]=[C:40](B5OC(C)(C)C(C)(C)O5)[CH:39]=[CH:38][C:37]=4[F:51])[N:31]=[CH:32][C:33]=3[CH:25]12)=[O:23])[CH3:20].[O-]P([O-])([O-])=O.[K+].[K+].[K+].C1COCC1, predict the reaction product. (2) Given the reactants [NH2:1][CH:2]1[CH2:11][C:10]2[C:9]([C:12]([O:14][CH3:15])=[O:13])=[CH:8][CH:7]=[C:6]([F:16])[C:5]=2[O:4][CH2:3]1.[F:17][C:18]1[CH:19]=[C:20]2[C:24](=[CH:25][CH:26]=1)[NH:23][CH:22]=[C:21]2[CH2:27][CH2:28][CH:29]=O.C(O)(=O)C.C([BH3-])#N.[Na+], predict the reaction product. The product is: [F:16][C:6]1[C:5]2[O:4][CH2:3][CH:2]([NH:1][CH2:29][CH2:28][CH2:27][C:21]3[C:20]4[C:24](=[CH:25][CH:26]=[C:18]([F:17])[CH:19]=4)[NH:23][CH:22]=3)[CH2:11][C:10]=2[C:9]([C:12]([O:14][CH3:15])=[O:13])=[CH:8][CH:7]=1. (3) Given the reactants [S:1]([NH:5][C:6]1[CH2:10][CH2:9][CH2:8][C:7]=1[C:11]#[N:12])(=[O:4])(=[O:3])[NH2:2].[OH-].[Na+].Cl, predict the reaction product. The product is: [NH:5]1[C:6]2[CH2:10][CH2:9][CH2:8][C:7]=2[C:11]([NH2:12])=[N:2][S:1]1(=[O:4])=[O:3]. (4) Given the reactants CN(C(ON1N=NC2C=CC=NC1=2)=[N+](C)C)C.F[P-](F)(F)(F)(F)F.[CH2:25]([C:32]1[CH:33]=[C:34]([NH:43][CH2:44][C:45]([OH:47])=O)[C:35]([C:38]([O:40][CH2:41][CH3:42])=[O:39])=[N:36][CH:37]=1)[C:26]1[CH:31]=[CH:30][CH:29]=[CH:28][CH:27]=1.[NH:48]1[CH2:53][CH2:52][O:51][CH2:50][CH2:49]1.CCN(CC)CC, predict the reaction product. The product is: [CH2:25]([C:32]1[CH:33]=[C:34]([NH:43][CH2:44][C:45]([N:48]2[CH2:53][CH2:52][O:51][CH2:50][CH2:49]2)=[O:47])[C:35]([C:38]([O:40][CH2:41][CH3:42])=[O:39])=[N:36][CH:37]=1)[C:26]1[CH:27]=[CH:28][CH:29]=[CH:30][CH:31]=1. (5) Given the reactants [CH3:1][N:2]([CH3:29])[CH2:3][CH2:4][CH2:5][O:6][C:7]1[CH:12]=[CH:11][C:10]([C:13]2[NH:22][C:16]3=[N:17][CH:18]=[C:19]([CH3:21])[CH:20]=[C:15]3[C:14]=2[CH:23]2[CH2:28][CH2:27][CH2:26][NH:25][CH2:24]2)=[CH:9][CH:8]=1.[CH:30]([S:33](Cl)(=[O:35])=[O:34])([CH3:32])[CH3:31], predict the reaction product. The product is: [CH:30]([S:33]([N:25]1[CH2:26][CH2:27][CH2:28][CH:23]([C:14]2[C:15]3[C:16](=[N:17][CH:18]=[C:19]([CH3:21])[CH:20]=3)[NH:22][C:13]=2[C:10]2[CH:9]=[CH:8][C:7]([O:6][CH2:5][CH2:4][CH2:3][N:2]([CH3:1])[CH3:29])=[CH:12][CH:11]=2)[CH2:24]1)(=[O:35])=[O:34])([CH3:32])[CH3:31].